Dataset: Reaction yield outcomes from USPTO patents with 853,638 reactions. Task: Predict the reaction yield, written as a fraction of the theoretical maximum amount of product (1.0 means a 100% yield; for example, 0.34 means a 34% yield). (1) The reactants are [CH3:1][O:2][C:3](=[O:19])/[C:4](/[CH2:9][NH:10][O:11][CH2:12][C:13]1[CH:18]=[CH:17][CH:16]=[CH:15][CH:14]=1)=[CH:5]\[CH2:6][CH2:7][CH3:8]. The catalyst is [B-](F)(F)(F)F.C1C2C=CC1C=C2.C1C2C=CC1C=C2.[Rh]. The product is [CH3:1][O:2][C:3](=[O:19])[C@H:4]([CH2:9][NH:10][O:11][CH2:12][C:13]1[CH:14]=[CH:15][CH:16]=[CH:17][CH:18]=1)[CH2:5][CH2:6][CH2:7][CH3:8]. The yield is 0.940. (2) The reactants are C[O:2][C:3](=[O:30])[CH2:4][NH:5][C:6](=[O:29])[CH2:7][C:8]1[N:9]=[C:10]([NH:13][C:14]([NH:16][C:17]2[CH:22]=[CH:21][C:20]([CH3:23])=[CH:19][C:18]=2[O:24][CH2:25][CH:26]([CH3:28])[CH3:27])=[O:15])[S:11][CH:12]=1.C(OC1C=C(C)C=CC=1NC(=O)NC1SC=C(CC(O)=O)N=1)C(C)C.Cl.COC(=O)CN. No catalyst specified. The product is [CH2:25]([O:24][C:18]1[CH:19]=[C:20]([CH3:23])[CH:21]=[CH:22][C:17]=1[NH:16][C:14](=[O:15])[NH:13][C:10]1[S:11][CH:12]=[C:8]([CH2:7][C:6]([NH:5][CH2:4][C:3]([OH:30])=[O:2])=[O:29])[N:9]=1)[CH:26]([CH3:28])[CH3:27]. The yield is 0.860. (3) The reactants are C([N:8]1[CH2:12][CH2:11][C@@H:10]([NH:13][C:14](=[O:29])[CH2:15][C:16]2[NH:20][C:19]3[CH:21]=[CH:22][CH:23]=[C:24]([C:25]([F:28])([F:27])[F:26])[C:18]=3[N:17]=2)[CH2:9]1)C1C=CC=CC=1.[H][H]. The catalyst is CO.[Pd]. The product is [NH:8]1[CH2:12][CH2:11][C@@H:10]([NH:13][C:14](=[O:29])[CH2:15][C:16]2[NH:20][C:19]3[CH:21]=[CH:22][CH:23]=[C:24]([C:25]([F:26])([F:27])[F:28])[C:18]=3[N:17]=2)[CH2:9]1. The yield is 0.830.